This data is from Forward reaction prediction with 1.9M reactions from USPTO patents (1976-2016). The task is: Predict the product of the given reaction. (1) Given the reactants [CH3:1][S:2](OCC1C=C(Br)C=CC=1OC)(=[O:4])=[O:3].[Cl:16][C:17]1[CH:18]=[CH:19][C:20]([F:25])=[C:21]([CH2:23][OH:24])[CH:22]=1, predict the reaction product. The product is: [CH3:1][S:2]([O:24][CH2:23][C:21]1[CH:22]=[C:17]([Cl:16])[CH:18]=[CH:19][C:20]=1[F:25])(=[O:4])=[O:3]. (2) Given the reactants [N:1]([CH2:4][C@@H:5]1[O:9][C:8](=[O:10])[N:7]([C:11]2[CH:16]=[CH:15][C:14]([C:17]3[O:18][CH:19]=[C:20]([CH2:22]O)[N:21]=3)=[C:13]([F:24])[CH:12]=2)[CH2:6]1)=[N+:2]=[N-:3].[Cl:25]CCl, predict the reaction product. The product is: [N:1]([CH2:4][C@@H:5]1[O:9][C:8](=[O:10])[N:7]([C:11]2[CH:16]=[CH:15][C:14]([C:17]3[O:18][CH:19]=[C:20]([CH2:22][Cl:25])[N:21]=3)=[C:13]([F:24])[CH:12]=2)[CH2:6]1)=[N+:2]=[N-:3].